Predict the reaction yield, written as a fraction of the theoretical maximum amount of product (1.0 means a 100% yield; for example, 0.34 means a 34% yield). From a dataset of Reaction yield outcomes from USPTO patents with 853,638 reactions. (1) The yield is 0.800. The product is [Br:1][C:2]1[CH:3]=[C:4]2[C:8](=[CH:9][CH:10]=1)[NH:7][C:6](=[O:11])[C:5]2([C:17]1[CH:18]=[CH:19][C:14]([F:13])=[CH:15][CH:16]=1)[OH:12]. The reactants are [Br:1][C:2]1[CH:3]=[C:4]2[C:8](=[CH:9][CH:10]=1)[NH:7][C:6](=[O:11])[C:5]2=[O:12].[F:13][C:14]1[CH:19]=[CH:18][C:17]([Mg]Br)=[CH:16][CH:15]=1. The catalyst is C1COCC1.CCOC(C)=O. (2) The reactants are C(N(CC)CC)C.[CH:8]([C:10]1[C:18]2[C:13](=[CH:14][CH:15]=[CH:16][CH:17]=2)[N:12](C(OC(C)(C)C)=O)[CH:11]=1)=[O:9].[CH3:26][O:27][C:28]1[CH:29]=[C:30]([CH:43]=[CH:44][CH:45]=1)[N:31]=[CH:32][C:33]1[CH:34]=[C:35]2[C:40](=[CH:41][CH:42]=1)[N:39]=[CH:38][CH:37]=[N:36]2. The yield is 0.270. The catalyst is [Cl-].C([N+]1C(C)=C(CCO)SC=1)C1C=CC=CC=1.C(O)C. The product is [NH:12]1[C:13]2[C:18](=[CH:17][CH:16]=[CH:15][CH:14]=2)[C:10]([C:8](=[O:9])[CH:32]([NH:31][C:30]2[CH:43]=[CH:44][CH:45]=[C:28]([O:27][CH3:26])[CH:29]=2)[C:33]2[CH:34]=[C:35]3[C:40](=[CH:41][CH:42]=2)[N:39]=[CH:38][CH:37]=[N:36]3)=[CH:11]1. (3) The reactants are [Cl:1][C:2]1[N:3]=[C:4]([N:13]2[CH2:18][CH2:17][O:16][CH2:15][CH2:14]2)[C:5]2[S:10][C:9](I)=[C:8]([CH3:12])[C:6]=2[N:7]=1.[CH:19]([C:21]1[CH:22]=[C:23](B(O)O)[CH:24]=[CH:25][CH:26]=1)=[O:20]. No catalyst specified. The product is [Cl:1][C:2]1[N:3]=[C:4]([N:13]2[CH2:18][CH2:17][O:16][CH2:15][CH2:14]2)[C:5]2[S:10][C:9]([C:25]3[CH:26]=[C:21]([CH:22]=[CH:23][CH:24]=3)[CH:19]=[O:20])=[C:8]([CH3:12])[C:6]=2[N:7]=1. The yield is 0.830. (4) No catalyst specified. The yield is 0.530. The reactants are [NH:1]([C:3]1[CH:11]=[CH:10][C:6]([C:7]([OH:9])=[O:8])=[CH:5][CH:4]=1)[NH2:2].Cl.O=[C:14]([CH2:18][CH3:19])[CH2:15][C:16]#[N:17].[CH3:20][CH2:21]O. The product is [CH2:20]([O:8][C:7](=[O:9])[C:6]1[CH:5]=[CH:4][C:3]([N:1]2[C:16]([NH2:17])=[CH:15][C:14]([CH2:18][CH3:19])=[N:2]2)=[CH:11][CH:10]=1)[CH3:21]. (5) The catalyst is C1COCC1.O. The product is [Cl:26][C:27]1[CH:28]=[C:29]([CH2:33][O:15][C:16]2[CH:17]=[CH:18][C:19]([C:20]([O:22][CH3:23])=[O:21])=[CH:24][CH:25]=2)[CH:30]=[N:31][CH:32]=1. The yield is 0.680. The reactants are CC(OC(/N=N/C(OC(C)C)=O)=O)C.[OH:15][C:16]1[CH:25]=[CH:24][C:19]([C:20]([O:22][CH3:23])=[O:21])=[CH:18][CH:17]=1.[Cl:26][C:27]1[CH:28]=[C:29]([CH2:33]O)[CH:30]=[N:31][CH:32]=1.C1C=CC(P(C2C=CC=CC=2)C2C=CC=CC=2)=CC=1. (6) The reactants are [CH3:1][C:2]1[CH:7]=[C:6]([NH:8][CH:9]([C:14]2[CH:28]=[CH:27][C:17]([C:18]([NH:20][CH2:21][CH2:22][C:23]([O:25]C)=[O:24])=[O:19])=[CH:16][N:15]=2)[CH2:10][CH:11]([CH3:13])[CH3:12])[CH:5]=[C:4]([CH3:29])[C:3]=1[C:30]1[CH:35]=[CH:34][C:33]([C:36]([F:39])([F:38])[F:37])=[CH:32][CH:31]=1.[Li+].[OH-].Cl. The catalyst is O.O1CCCC1. The product is [CH3:1][C:2]1[CH:7]=[C:6]([NH:8][CH:9]([C:14]2[CH:28]=[CH:27][C:17]([C:18]([NH:20][CH2:21][CH2:22][C:23]([OH:25])=[O:24])=[O:19])=[CH:16][N:15]=2)[CH2:10][CH:11]([CH3:13])[CH3:12])[CH:5]=[C:4]([CH3:29])[C:3]=1[C:30]1[CH:35]=[CH:34][C:33]([C:36]([F:39])([F:38])[F:37])=[CH:32][CH:31]=1. The yield is 0.130. (7) The reactants are [CH2:1]1[C:9]2[C:4](=[CH:5][C:6]([NH:10][C:11]3[CH:19]=[CH:18][CH:17]=[C:13]([C:14](O)=[O:15])[C:12]=3[C:20]([OH:22])=O)=[CH:7][CH:8]=2)[CH2:3][CH2:2]1.Br.[NH2:24][C@@:25]1([CH3:33])[CH2:30][CH2:29][C:28](=[O:31])[NH:27][C:26]1=[O:32]. The catalyst is N1C=CC=CC=1. The product is [CH2:1]1[C:9]2[C:4](=[CH:5][C:6]([NH:10][C:11]3[CH:19]=[CH:18][CH:17]=[C:13]4[C:12]=3[C:20](=[O:22])[N:24]([C@@:25]3([CH3:33])[CH2:30][CH2:29][C:28](=[O:31])[NH:27][C:26]3=[O:32])[C:14]4=[O:15])=[CH:7][CH:8]=2)[CH2:3][CH2:2]1. The yield is 0.450. (8) The reactants are [Cl:1][C:2]1[CH:3]=[C:4]([C:8]2[O:9][C:10](=[O:17])[C:11](=CN(C)C)[N:12]=2)[CH:5]=[CH:6][CH:7]=1.[OH-].[Na+].[N:20]([O-:22])=O.[Na+].[CH2:24](O)[CH3:25]. The catalyst is O. The product is [CH2:24]([O:9][C:10]([C:11]1[N:12]=[C:8]([C:4]2[CH:5]=[CH:6][CH:7]=[C:2]([Cl:1])[CH:3]=2)[O:22][N:20]=1)=[O:17])[CH3:25]. The yield is 0.614. (9) The reactants are [Br:1][C:2]1[CH:7]=[CH:6][C:5]([CH2:8]Br)=[CH:4][CH:3]=1.[CH:10]([NH2:13])([CH3:12])[CH3:11].C(=O)([O-])[O-].[K+].[K+]. The catalyst is C(#N)C. The product is [Br:1][C:2]1[CH:7]=[CH:6][C:5]([CH2:8][NH:13][CH:10]([CH3:12])[CH3:11])=[CH:4][CH:3]=1. The yield is 0.780.